From a dataset of Reaction yield outcomes from USPTO patents with 853,638 reactions. Predict the reaction yield, written as a fraction of the theoretical maximum amount of product (1.0 means a 100% yield; for example, 0.34 means a 34% yield). (1) The reactants are [CH:1]([C:3]1[O:4][C:5](B(O)O)=[CH:6][CH:7]=1)=[O:2].Br[C:12]1[CH:13]=[N:14][CH:15]=[C:16]([CH:20]=1)[C:17]([OH:19])=[O:18].C(=O)([O-])[O-].[Na+].[Na+].O1CCOCC1. The catalyst is Cl[Pd](Cl)([P](C1C=CC=CC=1)(C1C=CC=CC=1)C1C=CC=CC=1)[P](C1C=CC=CC=1)(C1C=CC=CC=1)C1C=CC=CC=1.CN(C=O)C.C(O)C.O. The product is [CH:1]([C:3]1[O:4][C:5]([C:12]2[CH:13]=[N:14][CH:15]=[C:16]([CH:20]=2)[C:17]([OH:19])=[O:18])=[CH:6][CH:7]=1)=[O:2]. The yield is 0.470. (2) The reactants are Cl.[Cl:2][CH2:3][CH2:4][CH2:5][NH2:6].[CH3:7][CH2:8][CH2:9][CH2:10][CH2:11][CH3:12].[C:13]([O:16]CC)(=[O:15])C. The catalyst is C(OCC)C.CCCCCC. The product is [Cl:2][CH2:3][CH2:4][CH2:5][NH:6][C:13](=[O:15])[O:16][C:9]1[CH:8]=[CH:7][CH:12]=[CH:11][CH:10]=1. The yield is 0.404. (3) The reactants are [Br:1][C:2]1[C:9]([OH:10])=[CH:8][CH:7]=[CH:6][C:3]=1[CH:4]=[O:5].C([O-])([O-])=O.[K+].[K+].Br[CH2:18][CH3:19]. The catalyst is CN(C=O)C. The product is [Br:1][C:2]1[C:9]([O:10][CH2:18][CH3:19])=[CH:8][CH:7]=[CH:6][C:3]=1[CH:4]=[O:5]. The yield is 0.940. (4) The reactants are C(O[C:9]([NH:11][C:12]1[CH:13]=[C:14]([CH:16]=[CH:17][CH:18]=1)[NH2:15])=[O:10])C1C=CC=CC=1.[C:19]([C:23]1[CH:28]=[CH:27][C:26]([C:29]2[O:34]C(=O)[C:32]3[CH:36]=[CH:37][CH:38]=[CH:39][C:31]=3[N:30]=2)=[CH:25][CH:24]=1)([CH3:22])([CH3:21])[CH3:20]. No catalyst specified. The product is [NH2:15][C:14]1[CH:13]=[C:12]([NH:11][C:9](=[O:10])[C:32]2[CH:36]=[CH:37][CH:38]=[CH:39][C:31]=2[NH:30][C:29](=[O:34])[C:26]2[CH:25]=[CH:24][C:23]([C:19]([CH3:21])([CH3:20])[CH3:22])=[CH:28][CH:27]=2)[CH:18]=[CH:17][CH:16]=1. The yield is 0.0900. (5) The reactants are [C:1]([O:5][C:6]([N:8]1[CH2:13][CH2:12][N:11]([C:14]([C:16]2[C:17]3[C:38]([CH:39]=[CH2:40])=[N:37][N:36]([CH:41]4[CH2:46][CH2:45][CH2:44][CH2:43][O:42]4)[C:18]=3[N:19]=[C:20]([C:22]3[CH:27]=[CH:26][C:25]([O:28][Si](C(C)(C)C)(C)C)=[CH:24][CH:23]=3)[CH:21]=2)=[O:15])[CH2:10][CH2:9]1)=[O:7])([CH3:4])([CH3:3])[CH3:2].I[C:48]1[CH:53]=[CH:52][C:51]([C:54]([N:56]2[CH2:61][CH2:60][CH2:59][CH2:58][CH2:57]2)=[O:55])=[CH:50][CH:49]=1.C1(C)C=CC=CC=1P(C1C=CC=CC=1C)C1C=CC=CC=1C.C(N(CC)CC)C. The catalyst is CN(C=O)C.C([O-])(=O)C.[Pd+2].C([O-])(=O)C. The product is [C:1]([O:5][C:6]([N:8]1[CH2:9][CH2:10][N:11]([C:14]([C:16]2[C:17]3[C:38](/[CH:39]=[CH:40]/[C:48]4[CH:49]=[CH:50][C:51]([C:54]([N:56]5[CH2:57][CH2:58][CH2:59][CH2:60][CH2:61]5)=[O:55])=[CH:52][CH:53]=4)=[N:37][N:36]([CH:41]4[CH2:46][CH2:45][CH2:44][CH2:43][O:42]4)[C:18]=3[N:19]=[C:20]([C:22]3[CH:23]=[CH:24][C:25]([OH:28])=[CH:26][CH:27]=3)[CH:21]=2)=[O:15])[CH2:12][CH2:13]1)=[O:7])([CH3:2])([CH3:3])[CH3:4]. The yield is 0.650. (6) The reactants are [C:1]1([C:7](=O)[C:8]([O-])=O)[CH:6]=[CH:5][CH:4]=[CH:3][CH:2]=1.[K+].[CH:13]1([NH2:19])[CH2:18][CH2:17][CH2:16][CH2:15][CH2:14]1.BrC1[CH:26]=[CH:25][C:24]([CH3:27])=[CH:23][CH:22]=1.N1C2C(=CC=C3C=2N=CC=C3)C=CC=1. The catalyst is CN1C(=O)CCC1.C1CCCCC1.[Pd+2].[Cu]Br.C1(P[C-]2C=CC=C2)C=CC=CC=1.[C-]1(PC2C=CC=CC=2)C=CC=C1.[Fe+2]. The product is [C:1]1([C:7]([C:8]2[CH:26]=[CH:25][C:24]([CH3:27])=[CH:23][CH:22]=2)=[N:19][CH:13]2[CH2:18][CH2:17][CH2:16][CH2:15][CH2:14]2)[CH:6]=[CH:5][CH:4]=[CH:3][CH:2]=1. The yield is 0.830. (7) The reactants are [CH3:1][N:2]1[C:6](O)=[N:5][C:4]([C:8]2[CH:9]=[N:10][CH:11]=[CH:12][CH:13]=2)=[N:3]1.P(Br)(Br)([Br:16])=O. The catalyst is CC(C)=O.C(=O)=O. The product is [Br:16][C:6]1[N:2]([CH3:1])[N:3]=[C:4]([C:8]2[CH:9]=[N:10][CH:11]=[CH:12][CH:13]=2)[N:5]=1. The yield is 0.740. (8) The reactants are [S:1]1[C:8]2[CH:7]=[C:6]([C:9]([OH:11])=O)[NH:5][C:4]=2[CH:3]=[CH:2]1.[NH:12]1[CH2:17][CH2:16][NH:15][CH2:14][CH2:13]1. No catalyst specified. The product is [N:12]1([C:9]([C:6]2[NH:5][C:4]3[CH:3]=[CH:2][S:1][C:8]=3[CH:7]=2)=[O:11])[CH2:17][CH2:16][NH:15][CH2:14][CH2:13]1. The yield is 0.350. (9) The reactants are [Br:1][C:2]1[CH:3]=[C:4]([CH:6]=[CH:7][C:8]=1[CH3:9])[NH2:5].[OH-].[Na+].[CH3:12][C:13]([CH3:18])=[CH:14][C:15](Cl)=[O:16]. The catalyst is ClCCl.O. The product is [Br:1][C:2]1[CH:3]=[C:4]([NH:5][C:15](=[O:16])[CH:14]=[C:13]([CH3:18])[CH3:12])[CH:6]=[CH:7][C:8]=1[CH3:9]. The yield is 0.970.